The task is: Predict the product of the given reaction.. This data is from Forward reaction prediction with 1.9M reactions from USPTO patents (1976-2016). (1) Given the reactants [OH:1][CH2:2][C@:3]([NH:23][C:24](=[O:30])[O:25][C:26]([CH3:29])([CH3:28])[CH3:27])([C@@H:5]1[CH2:14][CH2:13][C:12]2[C:7](=[CH:8][CH:9]=[C:10]([CH2:15][CH2:16][CH2:17][CH2:18][CH2:19][CH2:20][CH2:21][CH3:22])[CH:11]=2)[CH2:6]1)[CH3:4].N1C=NN=N1.O1CCCC1.C(N(CC)[P:44]1[O:54][CH2:53][C:48]2=[CH:49][CH:50]=[CH:51][CH:52]=[C:47]2[CH2:46][O:45]1)C.OO, predict the reaction product. The product is: [C:26]([O:25][C:24](=[O:30])[NH:23][C@:3]([CH3:4])([C@@H:5]1[CH2:14][CH2:13][C:12]2[C:7](=[CH:8][CH:9]=[C:10]([CH2:15][CH2:16][CH2:17][CH2:18][CH2:19][CH2:20][CH2:21][CH3:22])[CH:11]=2)[CH2:6]1)[CH2:2][O:1][P:44]1[O:54][CH2:53][C:48]2[CH:49]=[CH:50][CH:51]=[CH:52][C:47]=2[CH2:46][O:45]1)([CH3:29])([CH3:28])[CH3:27]. (2) Given the reactants [Br:1]N1C(=O)CCC1=O.[C:9]([O:13][C:14](=[O:28])[NH:15][N:16]1[C:25]([CH3:26])=[CH:24][C:23]2[C:18](=[CH:19][N:20]=[CH:21][CH:22]=2)[C:17]1=[O:27])([CH3:12])([CH3:11])[CH3:10].O, predict the reaction product. The product is: [C:9]([O:13][C:14](=[O:28])[NH:15][N:16]1[C:25]([CH3:26])=[C:24]([Br:1])[C:23]2[C:18](=[CH:19][N:20]=[CH:21][CH:22]=2)[C:17]1=[O:27])([CH3:12])([CH3:10])[CH3:11]. (3) Given the reactants [N:1]1[CH:6]=[CH:5][CH:4]=[C:3]([C:7]([C:9]2[CH:18]=[C:17]3[C:12]([CH:13]=[C:14]([C:23]([O:25]CC)=[O:24])[CH:15]([C:19]([F:22])([F:21])[F:20])[O:16]3)=[CH:11][CH:10]=2)=[O:8])[CH:2]=1.[OH-].[Na+], predict the reaction product. The product is: [N:1]1[CH:6]=[CH:5][CH:4]=[C:3]([C:7]([C:9]2[CH:18]=[C:17]3[C:12]([CH:13]=[C:14]([C:23]([OH:25])=[O:24])[CH:15]([C:19]([F:21])([F:22])[F:20])[O:16]3)=[CH:11][CH:10]=2)=[O:8])[CH:2]=1. (4) Given the reactants [Cl:1][C:2]1[CH:14]=[CH:13][C:5]2[NH:6][C:7]([S:9]([CH3:12])(=O)=O)=[N:8][C:4]=2[CH:3]=1.SC1[C:24]2[NH:23][C:22](=[O:25])[NH:21][C:20]=2[CH:19]=[CH:18][CH:17]=1, predict the reaction product. The product is: [Cl:1][C:2]1[CH:14]=[CH:13][C:5]2[NH:6][C:7]([S:9][C:12]3[C:24]4[NH:23][C:22](=[O:25])[NH:21][C:20]=4[CH:19]=[CH:18][CH:17]=3)=[N:8][C:4]=2[CH:3]=1. (5) Given the reactants [F:1][C:2]1[CH:3]=[CH:4][C:5]([CH2:8]OS(C)(=O)=O)=[N:6][CH:7]=1.[N-:14]=[N+]=[N-].[Na+], predict the reaction product. The product is: [NH2:14][CH2:8][C:5]1[CH:4]=[CH:3][C:2]([F:1])=[CH:7][N:6]=1. (6) Given the reactants [CH2:1]([C:3]1[C:4]([C:23]([C:29]2[N:33](COCC[Si](C)(C)C)[C:32]3[CH:42]=[CH:43][C:44]([C:46]#[N:47])=[CH:45][C:31]=3[N:30]=2)(O)[C:24]([F:27])([F:26])[F:25])=[C:5]2[C:9](=[C:10]([CH3:12])[CH:11]=1)[N:8]([S:13]([C:16]1[CH:22]=[CH:21][C:19]([CH3:20])=[CH:18][CH:17]=1)(=[O:15])=[O:14])[CH:7]=[CH:6]2)[CH3:2].C(C1C(C(C2N(COCC[Si](C)(C)C)C3C=C(C#N)C=CC=3N=2)(O)C(F)(F)F)=C2C(=C(C)C=1)[N:55](S(C1C=CC(C)=CC=1)(=O)=O)[CH:54]=C2)C.CN, predict the reaction product. The product is: [CH2:1]([C:3]1[C:4]([C:23]([C:29]2[NH:33][C:32]3[CH:42]=[CH:43][C:44]([C:46]#[N:47])=[CH:45][C:31]=3[N:30]=2)([NH:55][CH3:54])[C:24]([F:25])([F:27])[F:26])=[C:5]2[C:9](=[C:10]([CH3:12])[CH:11]=1)[N:8]([S:13]([C:16]1[CH:17]=[CH:18][C:19]([CH3:20])=[CH:21][CH:22]=1)(=[O:14])=[O:15])[CH:7]=[CH:6]2)[CH3:2]. (7) Given the reactants Cl.CN(C)CCCN=C=NCC.[NH2:13][C:14]1[C:15]([C:20]([NH:22][C@H:23]2[CH2:28][CH2:27][C@H:26]([C@H:29]([NH:33][C:34]([O:36][C:37]([CH3:40])([CH3:39])[CH3:38])=[O:35])[C:30](O)=[O:31])[CH2:25][CH2:24]2)=[O:21])=[N:16][CH:17]=[CH:18][N:19]=1.[S:41]1[CH2:45][CH2:44][NH:43][CH2:42]1.OC1C2N=NNC=2C=CC=1, predict the reaction product. The product is: [C:37]([O:36][C:34](=[O:35])[NH:33][C@@H:29]([C@H:26]1[CH2:27][CH2:28][C@H:23]([NH:22][C:20]([C:15]2[C:14]([NH2:13])=[N:19][CH:18]=[CH:17][N:16]=2)=[O:21])[CH2:24][CH2:25]1)[C:30](=[O:31])[N:43]1[CH2:44][CH2:45][S:41][CH2:42]1)([CH3:38])([CH3:40])[CH3:39].